Dataset: Forward reaction prediction with 1.9M reactions from USPTO patents (1976-2016). Task: Predict the product of the given reaction. (1) Given the reactants [F:1][C:2]1[C:7]([F:8])=[CH:6][CH:5]=[CH:4][C:3]=1[C:9]1[N:17]=[C:12]2[CH:13]=[N:14][NH:15][CH:16]=[C:11]2[N:10]=1.Cl[CH2:19][C:20]1[O:24][N:23]=[C:22]([C:25]2[CH:30]=[CH:29][C:28]([O:31][CH:32]([F:34])[F:33])=[C:27]([O:35][CH2:36][CH3:37])[CH:26]=2)[CH:21]=1, predict the reaction product. The product is: [F:34][CH:32]([F:33])[O:31][C:28]1[CH:29]=[CH:30][C:25]([C:22]2[CH:21]=[C:20]([CH2:19][N:14]3[CH:13]=[C:12]4[N:17]=[C:9]([C:3]5[CH:4]=[CH:5][CH:6]=[C:7]([F:8])[C:2]=5[F:1])[N:10]=[C:11]4[CH:16]=[N:15]3)[O:24][N:23]=2)=[CH:26][C:27]=1[O:35][CH2:36][CH3:37]. (2) Given the reactants [Br:1][C:2]1[CH:7]=[CH:6][CH:5]=[CH:4][C:3]=1[SH:8].[OH-].[K+].F[C:12]1[CH:20]=[CH:19][C:18]([N+:21]([O-:23])=[O:22])=[CH:17][C:13]=1[C:14]([OH:16])=[O:15].Cl, predict the reaction product. The product is: [Br:1][C:2]1[CH:7]=[CH:6][CH:5]=[CH:4][C:3]=1[S:8][C:12]1[CH:20]=[CH:19][C:18]([N+:21]([O-:23])=[O:22])=[CH:17][C:13]=1[C:14]([OH:16])=[O:15]. (3) Given the reactants [CH3:1][C:2]1([C:12]([O:14][CH2:15][CH3:16])=[O:13])[CH2:11][CH2:10][C:5]2(OCC[O:6]2)[CH2:4][CH2:3]1, predict the reaction product. The product is: [CH3:1][C:2]1([C:12]([O:14][CH2:15][CH3:16])=[O:13])[CH2:3][CH2:4][C:5](=[O:6])[CH2:10][CH2:11]1. (4) Given the reactants N([O-])=O.[Na+].[CH3:5][N:6]1[CH2:15][CH2:14][C:13]2[C:8](=[C:9](N)[CH:10]=[CH:11][CH:12]=2)[CH2:7]1.[OH-].[Na+].[BrH:19], predict the reaction product. The product is: [Br:19][C:9]1[CH:10]=[CH:11][CH:12]=[C:13]2[C:8]=1[CH2:7][N:6]([CH3:5])[CH2:15][CH2:14]2.